This data is from Catalyst prediction with 721,799 reactions and 888 catalyst types from USPTO. The task is: Predict which catalyst facilitates the given reaction. (1) Reactant: [NH2:1][C:2]1[C:7]([NH2:8])=[CH:6][C:5]([C:9]2[C:10]([CH3:15])=[N:11][O:12][C:13]=2[CH3:14])=[CH:4][C:3]=1[S:16]([NH:19][CH:20]1[CH2:24][CH2:23][CH2:22][CH2:21]1)(=[O:18])=[O:17].[F:25][C:26]([F:31])([F:30])[C:27](O)=O. Product: [CH:20]1([NH:19][S:16]([C:3]2[C:2]3[N:1]=[C:27]([C:26]([F:31])([F:30])[F:25])[NH:8][C:7]=3[CH:6]=[C:5]([C:9]3[C:10]([CH3:15])=[N:11][O:12][C:13]=3[CH3:14])[CH:4]=2)(=[O:17])=[O:18])[CH2:24][CH2:23][CH2:22][CH2:21]1. The catalyst class is: 33. (2) Reactant: Cl.[N:2]12[CH2:9][CH2:8][CH:5]([CH2:6][CH2:7]1)[C:4](=O)[CH2:3]2.CC1C=CC(S([CH2:21][N+:22]#[C-])(=O)=O)=CC=1.C(O)C.CC(C)([O-])C.[K+]. Product: [N:2]12[CH2:9][CH2:8][CH:5]([CH2:6][CH2:7]1)[CH:4]([C:21]#[N:22])[CH2:3]2. The catalyst class is: 57. (3) Reactant: [CH:1]1[C:14]2[C:5](=[CH:6][C:7]3[C:12]([C:13]=2[CH2:15][N:16]([CH2:27][CH3:28])[CH2:17][CH2:18][CH2:19][NH:20][CH2:21][CH2:22][CH2:23][O:24][CH2:25][CH3:26])=[CH:11][CH:10]=[CH:9][CH:8]=3)[CH:4]=[CH:3][CH:2]=1.[ClH:29]. Product: [ClH:29].[CH:11]1[C:12]2[C:7](=[CH:6][C:5]3[C:14]([C:13]=2[CH2:15][N:16]([CH2:27][CH3:28])[CH2:17][CH2:18][CH2:19][NH:20][CH2:21][CH2:22][CH2:23][O:24][CH2:25][CH3:26])=[CH:1][CH:2]=[CH:3][CH:4]=3)[CH:8]=[CH:9][CH:10]=1. The catalyst class is: 8. (4) Reactant: [Cl:1][C:2]1[C:3]([F:31])=[C:4]([C@@H:8]2[C@:12]([C:15]3[CH:20]=[CH:19][C:18]([Cl:21])=[CH:17][C:16]=3[F:22])([C:13]#[N:14])[C@H:11]([CH2:23][C:24]([CH3:27])([CH3:26])[CH3:25])[NH:10][C@H:9]2[C:28](O)=[O:29])[CH:5]=[CH:6][CH:7]=1.CCN(C(C)C)C(C)C.C1(P(Cl)(C2C=CC=CC=2)=O)C=CC=CC=1.[N:56]1([C:62]2[N:67]=[CH:66][C:65]([NH2:68])=[CH:64][N:63]=2)[CH2:61][CH2:60][O:59][CH2:58][CH2:57]1. Product: [Cl:1][C:2]1[C:3]([F:31])=[C:4]([C@@H:8]2[C@:12]([C:15]3[CH:20]=[CH:19][C:18]([Cl:21])=[CH:17][C:16]=3[F:22])([C:13]#[N:14])[C@H:11]([CH2:23][C:24]([CH3:26])([CH3:27])[CH3:25])[NH:10][C@H:9]2[C:28]([NH:68][C:65]2[CH:66]=[N:67][C:62]([N:56]3[CH2:61][CH2:60][O:59][CH2:58][CH2:57]3)=[N:63][CH:64]=2)=[O:29])[CH:5]=[CH:6][CH:7]=1. The catalyst class is: 4. (5) Reactant: Br[C:2]1[C:3]2[N:4]([C:14](=[O:17])[NH:15][N:16]=2)[CH:5]=[C:6]([C:8]2[CH:13]=[CH:12][CH:11]=[CH:10][CH:9]=2)[N:7]=1.[CH:18]([NH2:21])([CH3:20])[CH3:19]. Product: [CH:18]([NH:21][C:2]1[C:3]2[N:4]([C:14](=[O:17])[NH:15][N:16]=2)[CH:5]=[C:6]([C:8]2[CH:13]=[CH:12][CH:11]=[CH:10][CH:9]=2)[N:7]=1)([CH3:20])[CH3:19]. The catalyst class is: 1. (6) Reactant: Cl[CH2:2][CH2:3][CH2:4][CH2:5][N:6]1[C:11](=[O:12])[N:10]([CH2:13][CH2:14][F:15])[C:9](=[O:16])[CH:8]=[N:7]1.[CH3:17][O:18][C:19]1[CH:24]=[CH:23][CH:22]=[CH:21][C:20]=1[N:25]1[CH2:30][CH2:29][NH:28][CH2:27][CH2:26]1.C(N(CC)CC)C. Product: [F:15][CH2:14][CH2:13][N:10]1[C:9](=[O:16])[CH:8]=[N:7][N:6]([CH2:5][CH2:4][CH2:3][CH2:2][N:28]2[CH2:27][CH2:26][N:25]([C:20]3[CH:21]=[CH:22][CH:23]=[CH:24][C:19]=3[O:18][CH3:17])[CH2:30][CH2:29]2)[C:11]1=[O:12]. The catalyst class is: 51. (7) Reactant: [Cl:1][C:2]1[CH:7]=[C:6]([CH2:8][OH:9])[CH:5]=[CH:4][N:3]=1.[C:10]([Si:14]([CH3:17])([CH3:16])Cl)([CH3:13])([CH3:12])[CH3:11].N1C=CN=C1. Product: [Si:14]([O:9][CH2:8][C:6]1[CH:5]=[CH:4][N:3]=[C:2]([Cl:1])[CH:7]=1)([C:10]([CH3:13])([CH3:12])[CH3:11])([CH3:17])[CH3:16]. The catalyst class is: 18.